This data is from Full USPTO retrosynthesis dataset with 1.9M reactions from patents (1976-2016). The task is: Predict the reactants needed to synthesize the given product. (1) Given the product [CH3:32][O:33][C:34]1[CH:35]=[C:36]([CH2:42][CH2:43][N:44]([CH3:45])[C:29]([CH:9]2[CH:8]([C:4]3[CH:5]=[CH:6][CH:7]=[C:2]([Cl:1])[CH:3]=3)[C:12]([C:15]3[CH:20]=[CH:19][C:18]([Cl:21])=[CH:17][CH:16]=3)([C:13]#[N:14])[CH:11]([CH2:22][C:58]([CH3:57])([CH3:59])[CH3:70])[NH:10]2)=[O:30])[CH:37]=[CH:38][C:39]=1[O:40][CH3:41], predict the reactants needed to synthesize it. The reactants are: [Cl:1][C:2]1[CH:3]=[C:4]([CH:8]2[C:12]([C:15]3[CH:20]=[CH:19][C:18]([Cl:21])=[CH:17][CH:16]=3)([C:13]#[N:14])[CH:11]([CH2:22]C(CC)(CC)C)[NH:10][CH:9]2[C:29](O)=[O:30])[CH:5]=[CH:6][CH:7]=1.[CH3:32][O:33][C:34]1[CH:35]=[C:36]([CH2:42][CH2:43][NH:44][CH3:45])[CH:37]=[CH:38][C:39]=1[O:40][CH3:41].CN(C(ON1N=NC2[CH:57]=[CH:58][CH:59]=NC1=2)=[N+](C)C)C.F[P-](F)(F)(F)(F)F.[CH3:70]CN(C(C)C)C(C)C. (2) Given the product [CH2:14]([O:13][CH:4]([O:3][CH2:1][CH3:2])[C:5]1[CH:6]=[CH:7][C:8]([C:11]2[O:12][CH:27]=[N:26][CH:25]=2)=[N:9][CH:10]=1)[CH3:15], predict the reactants needed to synthesize it. The reactants are: [CH2:1]([O:3][CH:4]([O:13][CH2:14][CH3:15])[C:5]1[CH:6]=[CH:7][C:8]([CH:11]=[O:12])=[N:9][CH:10]=1)[CH3:2].C1(C)C=CC(S([CH2:25][N+:26]#[C-:27])(=O)=O)=CC=1.C(=O)([O-])[O-].[K+].[K+].O. (3) Given the product [C:27]1([CH:33]([CH2:37][CH3:38])[C:34]([N:21]2[CH2:20][CH2:19][C:16]3([C:15](=[O:24])[N:14]([C:11]4[CH:12]=[CH:13][C:8]([O:7][C:6]([F:5])([F:25])[F:26])=[CH:9][CH:10]=4)[CH2:18][CH2:17]3)[CH2:23][CH2:22]2)=[O:35])[CH:32]=[CH:31][CH:30]=[CH:29][CH:28]=1, predict the reactants needed to synthesize it. The reactants are: C(O)(=O)C.[F:5][C:6]([F:26])([F:25])[O:7][C:8]1[CH:13]=[CH:12][C:11]([N:14]2[CH2:18][CH2:17][C:16]3([CH2:23][CH2:22][NH:21][CH2:20][CH2:19]3)[C:15]2=[O:24])=[CH:10][CH:9]=1.[C:27]1([CH:33]([CH2:37][CH3:38])[C:34](Cl)=[O:35])[CH:32]=[CH:31][CH:30]=[CH:29][CH:28]=1. (4) Given the product [NH2:8][CH2:9][C:10]([CH3:31])([CH3:32])[CH2:11][N:12]1[C:16]2=[N:17][C:18]([C:21]([O:23][CH2:24][CH3:25])=[O:22])=[CH:19][CH:20]=[C:15]2[CH:14]=[C:13]1[C:26]([O:28][CH2:29][CH3:30])=[O:27], predict the reactants needed to synthesize it. The reactants are: C(OC([NH:8][CH2:9][C:10]([CH3:32])([CH3:31])[CH2:11][N:12]1[C:16]2=[N:17][C:18]([C:21]([O:23][CH2:24][CH3:25])=[O:22])=[CH:19][CH:20]=[C:15]2[CH:14]=[C:13]1[C:26]([O:28][CH2:29][CH3:30])=[O:27])=O)(C)(C)C.C(O)(C(F)(F)F)=O. (5) The reactants are: FC1C=CC(S(N2C3=NC=CC=C3C(CC(O)=O)=C2C)(=O)=O)=CC=1OC.C[O:28][C:29](=[O:58])[CH2:30][C:31]1[C:39]2[C:34](=[N:35][CH:36]=[CH:37][CH:38]=2)[N:33]([S:40]([C:43]2[CH:48]=[CH:47][C:46]([N:49]3[CH2:54][CH2:53][O:52][CH2:51][CH2:50]3)=[C:45]([C:55]#[N:56])[CH:44]=2)(=[O:42])=[O:41])[C:32]=1[CH3:57]. Given the product [C:55]([C:45]1[CH:44]=[C:43]([S:40]([N:33]2[C:34]3=[N:35][CH:36]=[CH:37][CH:38]=[C:39]3[C:31]([CH2:30][C:29]([OH:58])=[O:28])=[C:32]2[CH3:57])(=[O:42])=[O:41])[CH:48]=[CH:47][C:46]=1[N:49]1[CH2:54][CH2:53][O:52][CH2:51][CH2:50]1)#[N:56], predict the reactants needed to synthesize it.